From a dataset of Retrosynthesis with 50K atom-mapped reactions and 10 reaction types from USPTO. Predict the reactants needed to synthesize the given product. (1) Given the product Cc1cc2nc(C(C)(C)C(=O)OC(C)C)cn2nc1OCCCN1CCC(OC(c2ccccc2)c2ccccc2)CC1, predict the reactants needed to synthesize it. The reactants are: Cc1cc2nc(C(C)(C)C(=O)OC(C)C)cn2nc1Cl.OCCCN1CCC(OC(c2ccccc2)c2ccccc2)CC1. (2) Given the product Cc1cc(N(C)Cc2cnc(-c3ccc(C(F)(F)F)cc3)nc2C2CC2)ccc1OCC(=O)O, predict the reactants needed to synthesize it. The reactants are: COC(=O)COc1ccc(N(C)Cc2cnc(-c3ccc(C(F)(F)F)cc3)nc2C2CC2)cc1C.